Dataset: Peptide-MHC class II binding affinity with 134,281 pairs from IEDB. Task: Regression. Given a peptide amino acid sequence and an MHC pseudo amino acid sequence, predict their binding affinity value. This is MHC class II binding data. The peptide sequence is EGRRAKLRSAGEVEI. The MHC is DRB1_0101 with pseudo-sequence DRB1_0101. The binding affinity (normalized) is 0.